From a dataset of Catalyst prediction with 721,799 reactions and 888 catalyst types from USPTO. Predict which catalyst facilitates the given reaction. (1) Reactant: [Li]CCCC.[C:6](#[N:8])[CH3:7].[CH2:9]([O:16][C:17]1[C:26]([O:27][CH3:28])=[CH:25][C:20]([C:21]([O:23]C)=O)=[C:19]([N:29]=[CH:30]N(C)C)[CH:18]=1)[C:10]1[CH:15]=[CH:14][CH:13]=[CH:12][CH:11]=1.C(O)(=O)C. Product: [CH2:9]([O:16][C:17]1[CH:18]=[C:19]2[C:20]([C:21]([OH:23])=[C:7]([C:6]#[N:8])[CH:30]=[N:29]2)=[CH:25][C:26]=1[O:27][CH3:28])[C:10]1[CH:11]=[CH:12][CH:13]=[CH:14][CH:15]=1. The catalyst class is: 1. (2) Reactant: [NH:1]1[C:9]2[C:4](=[CH:5][CH:6]=[CH:7][CH:8]=2)[C:3](/[CH:10]=[CH:11]/[C:12]2[CH:17]=[CH:16][CH:15]=[CH:14][C:13]=2[NH2:18])=[N:2]1.[CH:19](=O)[C:20]1[CH:25]=[CH:24][CH:23]=[CH:22][CH:21]=1.C(O[BH-](OC(=O)C)OC(=O)C)(=O)C.[Na+].C(O)(=O)C. Product: [CH2:19]([NH:18][C:13]1[CH:14]=[CH:15][CH:16]=[CH:17][C:12]=1/[CH:11]=[CH:10]/[C:3]1[C:4]2[C:9](=[CH:8][CH:7]=[CH:6][CH:5]=2)[NH:1][N:2]=1)[C:20]1[CH:25]=[CH:24][CH:23]=[CH:22][CH:21]=1. The catalyst class is: 701.